This data is from Forward reaction prediction with 1.9M reactions from USPTO patents (1976-2016). The task is: Predict the product of the given reaction. (1) Given the reactants Cl[C:2]1[N:7]=[N:6][C:5]([O:8][C:9]2[CH:14]=[CH:13][CH:12]=[CH:11][C:10]=2[CH3:15])=[C:4]([O:16][CH3:17])[CH:3]=1.[CH2:18]([Sn](CCCC)(CCCC)C=C)[CH2:19]CC.C(OCC)(=O)C.[F-].[Na+], predict the reaction product. The product is: [CH3:17][O:16][C:4]1[CH:3]=[C:2]([CH:18]=[CH2:19])[N:7]=[N:6][C:5]=1[O:8][C:9]1[CH:14]=[CH:13][CH:12]=[CH:11][C:10]=1[CH3:15]. (2) Given the reactants Br[C:2]1[CH:7]=[CH:6][C:5](OC)=[C:4]([N+:10]([O-:12])=[O:11])[CH:3]=1.[NH:13]1[CH2:19][CH2:18][CH2:17][CH2:16][CH2:15][CH2:14]1.[N+](C1C=CC(C(Cl)=O)=CC=1)([O-])=O.FC1C=CC([C:37]([NH:39][C:40]2[S:41][C:42]3[C:48](N4CCOCC4)=[CH:47][CH:46]=[C:45]([O:55][CH3:56])[C:43]=3[N:44]=2)=[O:38])=CC=1, predict the reaction product. The product is: [N:13]1([C:48]2[C:42]3[S:41][C:40]([NH:39][C:37](=[O:38])[C:7]4[CH:2]=[CH:3][C:4]([N+:10]([O-:12])=[O:11])=[CH:5][CH:6]=4)=[N:44][C:43]=3[C:45]([O:55][CH3:56])=[CH:46][CH:47]=2)[CH2:19][CH2:18][CH2:17][CH2:16][CH2:15][CH2:14]1. (3) Given the reactants [N:1]1([C:7]([C:9]2[CH:14]=[CH:13][C:12]([C:15]3[CH:20]=[CH:19][CH:18]=[C:17]([C:21]4[CH:25]=[C:24]([NH:26][C:27](=[O:33])[O:28][C:29]([CH3:32])([CH3:31])[CH3:30])[O:23][N:22]=4)[CH:16]=3)=[CH:11][CH:10]=2)=[O:8])[CH2:6][CH2:5][NH:4][CH2:3][CH2:2]1.[OH:34][C:35]1([C:38](O)=[O:39])[CH2:37][CH2:36]1.CN(C(ON1N=NC2C=CC=CC1=2)=[N+](C)C)C.F[P-](F)(F)(F)(F)F.CCN(C(C)C)C(C)C, predict the reaction product. The product is: [OH:34][C:35]1([C:38]([N:4]2[CH2:5][CH2:6][N:1]([C:7]([C:9]3[CH:14]=[CH:13][C:12]([C:15]4[CH:20]=[CH:19][CH:18]=[C:17]([C:21]5[CH:25]=[C:24]([NH:26][C:27](=[O:33])[O:28][C:29]([CH3:30])([CH3:32])[CH3:31])[O:23][N:22]=5)[CH:16]=4)=[CH:11][CH:10]=3)=[O:8])[CH2:2][CH2:3]2)=[O:39])[CH2:37][CH2:36]1.